Predict the product of the given reaction. From a dataset of Forward reaction prediction with 1.9M reactions from USPTO patents (1976-2016). The product is: [CH:1]([C:4]1[C:5]([O:29][CH2:30][O:31][CH3:32])=[CH:6][C:7]([O:25][CH2:26][O:27][CH3:28])=[C:8]([C:10]2[N:14]([C:15]3[CH:16]=[CH:17][C:18]([O:21][CH3:22])=[CH:19][CH:20]=3)[C:13]([S:44]([CH3:34])(=[O:47])=[O:45])=[N:12][N:11]=2)[CH:9]=1)([CH3:2])[CH3:3]. Given the reactants [CH:1]([C:4]1[C:5]([O:29][CH2:30][O:31][CH3:32])=[CH:6][C:7]([O:25][CH2:26][O:27][CH3:28])=[C:8]([C:10]2[N:14]([C:15]3[CH:20]=[CH:19][C:18]([O:21][CH3:22])=[CH:17][CH:16]=3)[C:13](SC)=[N:12][N:11]=2)[CH:9]=1)([CH3:3])[CH3:2].Cl[C:34]1C=CC=C(C(OO)=O)C=1.[S:44]([O-:47])([O-])=[O:45].[K+].[K+], predict the reaction product.